From a dataset of Catalyst prediction with 721,799 reactions and 888 catalyst types from USPTO. Predict which catalyst facilitates the given reaction. (1) Reactant: [C:1]([O:5][C:6](=[O:29])[N:7]([CH3:28])[CH2:8][C:9](=[O:27])[N:10]([CH3:26])[CH2:11][C:12]([N:14]1[C:22]2[C:17](=[CH:18][CH:19]=[C:20]([N+:23]([O-])=O)[CH:21]=2)[CH:16]=[CH:15]1)=[O:13])([CH3:4])([CH3:3])[CH3:2].O.O.Cl[Sn]Cl.CCN(C(C)C)C(C)C.O. Product: [C:1]([O:5][C:6](=[O:29])[N:7]([CH2:8][C:9](=[O:27])[N:10]([CH2:11][C:12]([N:14]1[C:22]2[C:17](=[CH:18][CH:19]=[C:20]([NH2:23])[CH:21]=2)[CH:16]=[CH:15]1)=[O:13])[CH3:26])[CH3:28])([CH3:4])([CH3:2])[CH3:3]. The catalyst class is: 653. (2) Reactant: [CH2:1]([O:3][C:4]1[C:5]([C:11]2[CH:16]=[CH:15][C:14]([CH2:17][C:18]([OH:20])=O)=[C:13]([F:21])[CH:12]=2)=[CH:6][NH:7][C:8](=[O:10])[CH:9]=1)[CH3:2].[F:22][C:23]([F:32])([F:31])[C:24]1[CH:25]=[C:26]([CH:28]=[CH:29][CH:30]=1)[NH2:27].CN(C(ON1N=NC2C=CC=NC1=2)=[N+](C)C)C.F[P-](F)(F)(F)(F)F.CCN(C(C)C)C(C)C. Product: [CH2:1]([O:3][C:4]1[C:5]([C:11]2[CH:16]=[CH:15][C:14]([CH2:17][C:18]([NH:27][C:26]3[CH:28]=[CH:29][CH:30]=[C:24]([C:23]([F:22])([F:31])[F:32])[CH:25]=3)=[O:20])=[C:13]([F:21])[CH:12]=2)=[CH:6][NH:7][C:8](=[O:10])[CH:9]=1)[CH3:2]. The catalyst class is: 3. (3) Reactant: [H-].[Na+].[CH3:3][O:4][C:5](=O)[C:6]([CH3:11])([CH3:10])[CH2:7][O:8]C.[C:13](#[N:15])[CH3:14].Cl. Product: [CH3:3][O:4][CH2:5][C:6]([CH3:11])([CH3:10])[C:7](=[O:8])[CH2:14][C:13]#[N:15]. The catalyst class is: 11. (4) Reactant: C(N(CC)CC)C.Cl.C(N=C=NCCCN(C)C)C.Cl.[CH2:21]([O:23][C:24]1[CH:25]=[C:26]2[C:31](=[C:32]3[CH2:36][C:35]([CH3:38])([CH3:37])[O:34][C:33]=13)[C:30]([C:39]1[CH:40]=[C:41]([CH:45]=[CH:46][CH:47]=1)[C:42](O)=[O:43])=[N:29][C:28]([CH3:49])([CH3:48])[CH2:27]2)[CH3:22].O.ON1C2C=CC=CC=2N=N1.Cl.[NH2:62][C:63]([CH3:70])([CH3:69])[C:64]([O:66][CH2:67][CH3:68])=[O:65]. Product: [CH2:67]([O:66][C:64](=[O:65])[C:63]([CH3:70])([CH3:69])[NH:62][C:42](=[O:43])[C:41]1[CH:45]=[CH:46][CH:47]=[C:39]([C:30]2[C:31]3[C:26](=[CH:25][C:24]([O:23][CH2:21][CH3:22])=[C:33]4[O:34][C:35]([CH3:38])([CH3:37])[CH2:36][C:32]4=3)[CH2:27][C:28]([CH3:49])([CH3:48])[N:29]=2)[CH:40]=1)[CH3:68]. The catalyst class is: 35. (5) Reactant: [CH3:1][C:2]1[CH:7]=[CH:6][C:5]([S:8]([O:11][CH2:12][C@@H:13]2[O:18][C:17]3[CH:19]=[CH:20][C:21]([F:23])=[CH:22][C:16]=3[O:15][CH2:14]2)(=[O:10])=[O:9])=[CH:4][CH:3]=1.[N+:24]([O-])([OH:26])=[O:25]. Product: [CH3:1][C:2]1[CH:7]=[CH:6][C:5]([S:8]([O:11][CH2:12][CH:13]2[O:18][C:17]3[CH:19]=[C:20]([N+:24]([O-:26])=[O:25])[C:21]([F:23])=[CH:22][C:16]=3[O:15][CH2:14]2)(=[O:10])=[O:9])=[CH:4][CH:3]=1. The catalyst class is: 26. (6) Reactant: [CH2:1]([C:3]1[NH:4][C:5](=[O:27])[C:6]([CH2:12][C:13]2[CH:18]=[CH:17][C:16]([C:19]3[C:20]([C:25]#[N:26])=[CH:21][CH:22]=[CH:23][CH:24]=3)=[CH:15][CH:14]=2)=[C:7]([CH2:9][CH2:10][CH3:11])[N:8]=1)[CH3:2].[Si:28]([O:35][CH:36]([CH3:50])[C:37]([CH3:49])([CH3:48])[O:38][C:39]1[CH:44]=[CH:43][C:42](B(O)O)=[CH:41][CH:40]=1)([C:31]([CH3:34])([CH3:33])[CH3:32])([CH3:30])[CH3:29].C(N(CC)CC)C.N1C=CC=CC=1. Product: [Si:28]([O:35][CH:36]([CH3:50])[C:37]([CH3:49])([CH3:48])[O:38][C:39]1[CH:40]=[CH:41][C:42]([N:4]2[C:5](=[O:27])[C:6]([CH2:12][C:13]3[CH:18]=[CH:17][C:16]([C:19]4[C:20]([C:25]#[N:26])=[CH:21][CH:22]=[CH:23][CH:24]=4)=[CH:15][CH:14]=3)=[C:7]([CH2:9][CH2:10][CH3:11])[N:8]=[C:3]2[CH2:1][CH3:2])=[CH:43][CH:44]=1)([C:31]([CH3:34])([CH3:33])[CH3:32])([CH3:30])[CH3:29]. The catalyst class is: 560.